This data is from Reaction yield outcomes from USPTO patents with 853,638 reactions. The task is: Predict the reaction yield, written as a fraction of the theoretical maximum amount of product (1.0 means a 100% yield; for example, 0.34 means a 34% yield). (1) The reactants are [CH:1]1([NH2:7])[CH2:6][CH2:5][CH2:4][CH2:3][CH2:2]1.Cl[CH2:9][Si:10]([O:13][CH2:14][CH3:15])([CH3:12])[CH3:11].[Cl-]. No catalyst specified. The product is [CH:1]1([NH:7][CH2:9][Si:10]([O:13][CH2:14][CH3:15])([CH3:12])[CH3:11])[CH2:6][CH2:5][CH2:4][CH2:3][CH2:2]1. The yield is 0.950. (2) The reactants are Cl.CN(C)CCCN=C=NCC.[CH3:13][O:14][C:15]1[CH:23]=[CH:22][C:18]([C:19]([OH:21])=[O:20])=[CH:17][CH:16]=1.[Br:24][CH2:25][CH2:26][CH2:27]O. The catalyst is CN(C)C1C=CN=CC=1.ClCCl. The product is [CH3:13][O:14][C:15]1[CH:23]=[CH:22][C:18]([C:19]([O:21][CH2:27][CH2:26][CH2:25][Br:24])=[O:20])=[CH:17][CH:16]=1. The yield is 0.610. (3) The reactants are I[C:2]1[C:6]([C:7]#[N:8])=[CH:5][N:4]([CH2:9][O:10][CH2:11][CH2:12][Si:13]([CH3:16])([CH3:15])[CH3:14])[N:3]=1.[CH3:17][C:18]1[CH:27]=[CH:26][C:21]([C:22]([O:24][CH3:25])=[O:23])=[CH:20][C:19]=1B1OC(C)(C)C(C)(C)O1.C(=O)([O-])[O-].[K+].[K+]. The catalyst is O1CCOCC1.O.CCOC(C)=O.C1C=CC(P(C2C=CC=CC=2)[C-]2C=CC=C2)=CC=1.C1C=CC(P(C2C=CC=CC=2)[C-]2C=CC=C2)=CC=1.Cl[Pd]Cl.[Fe+2]. The product is [C:7]([C:6]1[CH:2]=[N:3][N:4]([CH2:9][O:10][CH2:11][CH2:12][Si:13]([CH3:16])([CH3:15])[CH3:14])[C:5]=1[C:19]1[CH:20]=[C:21]([CH:26]=[CH:27][C:18]=1[CH3:17])[C:22]([O:24][CH3:25])=[O:23])#[N:8]. The yield is 0.650. (4) The yield is 0.395. The product is [CH2:9]([N:6]1[C:7]2[N:8]=[C:18]([C:17]([F:28])([F:27])[F:16])[NH:1][C:2]=2[C:3](=[O:15])[NH:4][C:5]1=[O:14])[CH2:10][CH2:11][CH2:12][CH3:13]. The catalyst is CN(C=O)C. The reactants are [NH2:1][C:2]1[C:3](=[O:15])[NH:4][C:5](=[O:14])[N:6]([CH2:9][CH2:10][CH2:11][CH2:12][CH3:13])[C:7]=1[NH2:8].[F:16][C:17]([F:28])([F:27])[C:18](O[C:18](=O)[C:17]([F:28])([F:27])[F:16])=O. (5) The reactants are CCN(C(C)C)C(C)C.[NH2:10][C:11]1([C:17]([NH:19][C@H:20]([C:24]2[CH:29]=[CH:28][C:27]([Cl:30])=[CH:26][CH:25]=2)[CH2:21][CH2:22][OH:23])=[O:18])[CH2:16][CH2:15][NH:14][CH2:13][CH2:12]1.Cl[C:32]1[N:40]=[CH:39][N:38]=[C:37]2[C:33]=1[N:34]=[CH:35][NH:36]2. The catalyst is C(O)CCC.CCOC(C)=O. The product is [NH2:10][C:11]1([C:17]([NH:19][C@H:20]([C:24]2[CH:29]=[CH:28][C:27]([Cl:30])=[CH:26][CH:25]=2)[CH2:21][CH2:22][OH:23])=[O:18])[CH2:16][CH2:15][N:14]([C:32]2[N:40]=[CH:39][N:38]=[C:37]3[C:33]=2[N:34]=[CH:35][NH:36]3)[CH2:13][CH2:12]1. The yield is 0.511. (6) The reactants are [B:10]1([B:10]2[O:14][C:13]([CH3:16])([CH3:15])[C:12]([CH3:18])([CH3:17])[O:11]2)[O:14][C:13]([CH3:16])([CH3:15])[C:12]([CH3:18])([CH3:17])[O:11]1.Br[C:20]1[CH:25]=[C:24]([Cl:26])[C:23]([CH:27]([F:29])[F:28])=[CH:22][C:21]=1[O:30][CH3:31].C([O-])(=O)C.[K+]. The yield is 0.346. The product is [Cl:26][C:24]1[C:23]([CH:27]([F:28])[F:29])=[CH:22][C:21]([O:30][CH3:31])=[C:20]([B:10]2[O:11][C:12]([CH3:17])([CH3:18])[C:13]([CH3:15])([CH3:16])[O:14]2)[CH:25]=1. The catalyst is CN(C=O)C.C(Cl)Cl.C1C=CC(P(C2C=CC=CC=2)[C-]2C=CC=C2)=CC=1.C1C=CC(P(C2C=CC=CC=2)[C-]2C=CC=C2)=CC=1.Cl[Pd]Cl.[Fe+2].C(Cl)Cl. (7) The reactants are [S:1]1[CH:5]=[CH:4][CH:3]=[C:2]1[C:6]1[O:10][N:9]=[C:8]([CH:11]=O)[CH:7]=1.[CH3:13][O:14][C:15]1[CH:24]=[C:23]2[C:18]([N:19]=[CH:20][C:21]([S:25][CH2:26][CH2:27][N:28]3[CH2:33][CH2:32][CH:31]([NH2:34])[CH2:30][CH2:29]3)=[N:22]2)=[CH:17][CH:16]=1. No catalyst specified. The product is [CH3:13][O:14][C:15]1[CH:24]=[C:23]2[C:18]([N:19]=[CH:20][C:21]([S:25][CH2:26][CH2:27][N:28]3[CH2:29][CH2:30][CH:31]([NH:34][CH2:11][C:8]4[CH:7]=[C:6]([C:2]5[S:1][CH:5]=[CH:4][CH:3]=5)[O:10][N:9]=4)[CH2:32][CH2:33]3)=[N:22]2)=[CH:17][CH:16]=1. The yield is 0.520. (8) The reactants are [CH:1]1([C:9](=O)[CH2:10][CH3:11])[CH2:8][CH2:7][CH2:6][CH2:5][CH:4]=[CH:3][CH2:2]1.C([OH:15])C. The catalyst is [Pd]. The product is [CH:1]1([CH2:9][C:10](=[O:15])[CH3:11])[CH2:8][CH2:7][CH2:6][CH2:5][CH2:4][CH2:3][CH2:2]1. The yield is 0.520.